This data is from Full USPTO retrosynthesis dataset with 1.9M reactions from patents (1976-2016). The task is: Predict the reactants needed to synthesize the given product. (1) Given the product [NH2:38][C:28]1[C:27]([C:24]2[CH:25]=[CH:26][C:21]([Cl:20])=[C:22]([OH:39])[CH:23]=2)=[C:31]([C:32]2[CH:37]=[CH:36][N:35]=[CH:34][CH:33]=2)[NH:30][N:29]=1, predict the reactants needed to synthesize it. The reactants are: NC1C(C2C=C(O)C=CC=2)=C(C2C=CN=CC=2)NN=1.[Cl:20][C:21]1[CH:26]=[CH:25][C:24]([C:27]2[C:28]([NH2:38])=[N:29][NH:30][C:31]=2[C:32]2[CH:37]=[CH:36][N:35]=[CH:34][CH:33]=2)=[CH:23][C:22]=1[O:39]C.Cl.N1C=CC=CC=1. (2) Given the product [O:1]1[C:5]2[CH:6]=[CH:7][C:8]([CH2:10][CH2:11][NH:12][C:13](=[O:16])[CH2:14][NH:18][CH3:17])=[CH:9][C:4]=2[O:3][CH2:2]1, predict the reactants needed to synthesize it. The reactants are: [O:1]1[C:5]2[CH:6]=[CH:7][C:8]([CH2:10][CH2:11][NH:12][C:13](=[O:16])[CH2:14]Cl)=[CH:9][C:4]=2[O:3][CH2:2]1.[CH3:17][NH2:18]. (3) Given the product [CH3:18][N:14]1[CH2:15][CH2:16][CH2:17][N:12]2[C:11](=[O:20])[N:10]=[C:9]([S:7][CH2:6][C:2]3[S:1][CH:5]=[CH:4][CH:3]=3)[CH:19]=[C:13]12, predict the reactants needed to synthesize it. The reactants are: [S:1]1[CH:5]=[CH:4][CH:3]=[C:2]1[CH2:6][SH:7].Cl[C:9]1[CH:19]=[C:13]2[N:14]([CH3:18])[CH2:15][CH2:16][CH2:17][N:12]2[C:11](=[O:20])[N:10]=1. (4) The reactants are: CS(C)=O.C(Cl)(=O)C(Cl)=O.[C:11]([O:15][C:16]([N:18]1[CH2:23][CH:22]=[C:21]([CH2:24][CH2:25][OH:26])[C:20]([CH3:28])([CH3:27])[CH2:19]1)=[O:17])([CH3:14])([CH3:13])[CH3:12].C(N(CC)CC)C.[Cl-].[NH4+]. Given the product [C:11]([O:15][C:16]([N:18]1[CH2:23][CH:22]=[C:21]([CH2:24][CH:25]=[O:26])[C:20]([CH3:28])([CH3:27])[CH2:19]1)=[O:17])([CH3:14])([CH3:13])[CH3:12], predict the reactants needed to synthesize it. (5) Given the product [CH3:1][NH:2][CH2:3][CH2:4][CH2:5][CH2:6][CH2:7][CH2:8][CH2:9][C:10]([F:15])([F:16])[C:11]([F:14])([F:13])[F:12], predict the reactants needed to synthesize it. The reactants are: [CH3:1][NH:2][CH2:3][CH2:4][CH2:5][CH:6]=[CH:7][CH2:8][CH2:9][C:10]([F:16])([F:15])[C:11]([F:14])([F:13])[F:12].C(O)(=O)C.[H][H]. (6) Given the product [F:1][C:2]1[CH:7]=[CH:6][CH:5]=[CH:4][C:3]=1[C@H:8]([O:10][C:11](=[O:27])[NH:12][C:13]1[C:14]([CH3:26])=[N:15][O:16][C:17]=1[C:18]1[CH:19]=[CH:20][C:21]([C:24]2[N:32]=[N:33][NH:34][N:25]=2)=[CH:22][CH:23]=1)[CH3:9], predict the reactants needed to synthesize it. The reactants are: [F:1][C:2]1[CH:7]=[CH:6][CH:5]=[CH:4][C:3]=1[C@H:8]([O:10][C:11](=[O:27])[NH:12][C:13]1[C:14]([CH3:26])=[N:15][O:16][C:17]=1[C:18]1[CH:23]=[CH:22][C:21]([C:24]#[N:25])=[CH:20][CH:19]=1)[CH3:9].C[Si]([N:32]=[N+:33]=[N-:34])(C)C.C([Sn](=O)CCCC)CCC.